Predict the reactants needed to synthesize the given product. From a dataset of Full USPTO retrosynthesis dataset with 1.9M reactions from patents (1976-2016). (1) Given the product [CH3:1][N:2]1[CH:6]=[C:5]([C:7]2[S:8][CH:9]=[C:10](/[CH:12]=[CH:13]/[C:14]([N:25]=[N+:26]=[N-:27])=[O:16])[N:11]=2)[CH:4]=[N:3]1, predict the reactants needed to synthesize it. The reactants are: [CH3:1][N:2]1[CH:6]=[C:5]([C:7]2[S:8][CH:9]=[C:10](/[CH:12]=[CH:13]/[C:14]([OH:16])=O)[N:11]=2)[CH:4]=[N:3]1.ClC(OCC(C)C)=O.[N-:25]=[N+:26]=[N-:27].[Na+]. (2) Given the product [CH3:20][N:21]([CH3:26])[CH2:22][CH2:23][CH2:24][NH:25][CH2:1][CH2:2][CH2:3][CH2:4][CH2:5][CH2:6][CH2:7][CH2:8]/[CH:9]=[CH:10]\[CH2:11]/[CH:12]=[CH:13]\[CH2:14][CH2:15][CH2:16][CH2:17][CH3:18], predict the reactants needed to synthesize it. The reactants are: [CH:1](=O)[CH2:2][CH2:3][CH2:4][CH2:5][CH2:6][CH2:7][CH2:8]/[CH:9]=[CH:10]\[CH2:11]/[CH:12]=[CH:13]\[CH2:14][CH2:15][CH2:16][CH2:17][CH3:18].[CH3:20][N:21]([CH3:26])[CH2:22][CH2:23][CH2:24][NH2:25].C(O[BH-](OC(=O)C)OC(=O)C)(=O)C.[Na+]. (3) Given the product [N:11]([CH2:2][C:3]1[CH:8]=[CH:7][C:6]([CH2:9][OH:10])=[CH:5][CH:4]=1)=[N+:12]=[N-:13], predict the reactants needed to synthesize it. The reactants are: Cl[CH2:2][C:3]1[CH:8]=[CH:7][C:6]([CH2:9][OH:10])=[CH:5][CH:4]=1.[N-:11]=[N+:12]=[N-:13].[Na+]. (4) Given the product [CH2:26]([O:25][CH2:24][CH2:23][C:5]1[C:6](=[O:22])[O:7][C:8]2[C:13]([C:4]=1[NH:3][C:39]1[C:38]([Cl:41])=[CH:37][N:36]=[CH:35][C:34]=1[Cl:33])=[CH:12][CH:11]=[C:10]([O:14][CH3:15])[C:9]=2[O:16][CH:17]1[CH2:21][CH2:20][CH2:19][CH2:18]1)[C:27]1[CH:28]=[CH:29][CH:30]=[CH:31][CH:32]=1, predict the reactants needed to synthesize it. The reactants are: [H-].[Na+].[NH2:3][C:4]1[C:13]2[C:8](=[C:9]([O:16][CH:17]3[CH2:21][CH2:20][CH2:19][CH2:18]3)[C:10]([O:14][CH3:15])=[CH:11][CH:12]=2)[O:7][C:6](=[O:22])[C:5]=1[CH2:23][CH2:24][O:25][CH2:26][C:27]1[CH:32]=[CH:31][CH:30]=[CH:29][CH:28]=1.[Cl:33][C:34]1[CH:35]=[N:36][CH:37]=[C:38]([Cl:41])[C:39]=1Cl. (5) Given the product [Br:1][C:2]1[CH:3]=[CH:4][C:5]([C:8]2[NH:12][C:11]([C@@H:13]3[CH2:17][CH2:16][C@H:15]([CH3:18])[N:14]3[C:19](=[O:20])[C@@H:32]([NH:31][C:29](=[O:30])[O:28][CH3:27])[CH:36]3[CH2:41][CH2:40][O:39][CH2:38][CH2:37]3)=[N:10][CH:9]=2)=[CH:6][CH:7]=1, predict the reactants needed to synthesize it. The reactants are: [Br:1][C:2]1[CH:7]=[CH:6][C:5]([C:8]2[NH:12][C:11]([C@@H:13]3[CH2:17][CH2:16][C@H:15]([CH3:18])[N:14]3[C:19](OC(C)(C)C)=[O:20])=[N:10][CH:9]=2)=[CH:4][CH:3]=1.Cl.[CH3:27][O:28][C:29]([NH:31][C@@H:32]([CH:36]1[CH2:41][CH2:40][O:39][CH2:38][CH2:37]1)C(O)=O)=[O:30].CN(C(ON1N=NC2C=CC=NC1=2)=[N+](C)C)C.F[P-](F)(F)(F)(F)F.CCN(C(C)C)C(C)C. (6) Given the product [C:23]([O:27][C:28](=[O:43])[NH:29][C:30]([C:36]1[CH:41]=[CH:40][CH:39]=[C:38]([Br:42])[CH:37]=1)([CH3:35])[C:31](=[O:34])[C:32]#[CH:33])([CH3:24])([CH3:25])[CH3:26], predict the reactants needed to synthesize it. The reactants are: CC(OI1(OC(C)=O)(OC(C)=O)OC(=O)C2C=CC=CC1=2)=O.[C:23]([O:27][C:28](=[O:43])[NH:29][C:30]([C:36]1[CH:41]=[CH:40][CH:39]=[C:38]([Br:42])[CH:37]=1)([CH3:35])[CH:31]([OH:34])[C:32]#[CH:33])([CH3:26])([CH3:25])[CH3:24].